Dataset: CYP2C19 inhibition data for predicting drug metabolism from PubChem BioAssay. Task: Regression/Classification. Given a drug SMILES string, predict its absorption, distribution, metabolism, or excretion properties. Task type varies by dataset: regression for continuous measurements (e.g., permeability, clearance, half-life) or binary classification for categorical outcomes (e.g., BBB penetration, CYP inhibition). Dataset: cyp2c19_veith. (1) The compound is Cc1ccccc1C(=O)Nc1ccc(N2CCOCC2)nc1. The result is 0 (non-inhibitor). (2) The molecule is O=C(c1cnccn1)N1CCC2(CC1)CCN(c1ncccn1)CC2. The result is 0 (non-inhibitor). (3) The compound is O=C(c1csnn1)N1CCC2(CCN(Cc3nccs3)CC2)CC1. The result is 0 (non-inhibitor). (4) The drug is CN(C)c1ccccc1CN1CCCN(Cc2ccccc2N(C)C)C1c1ccncc1. The result is 0 (non-inhibitor). (5) The molecule is OC(Cc1cccnc1)(c1ccccc1)c1ccccc1. The result is 1 (inhibitor).